Dataset: Catalyst prediction with 721,799 reactions and 888 catalyst types from USPTO. Task: Predict which catalyst facilitates the given reaction. (1) Reactant: [O:1]=[C:2]1[NH:8][CH2:7][CH2:6][CH2:5][N:4](C(OC(C)(C)C)=O)[CH2:3]1.[ClH:16]. Product: [ClH:16].[NH:8]1[CH2:7][CH2:6][CH2:5][NH:4][CH2:3][C:2]1=[O:1]. The catalyst class is: 12. (2) Reactant: [F:1][C:2]1[CH:7]=[CH:6][CH:5]=[CH:4][C:3]=1B(O)O.CO[C:28]1[CH:33]=[CH:32][C:31](P([C:28]2[CH:33]=[CH:32][C:31](OC)=[CH:30][CH:29]=2)[C:28]2[CH:33]=[CH:32][C:31](OC)=[CH:30][CH:29]=2)=[CH:30][CH:29]=1.O.CC(C)(C)[C:39]([O:41][C:42](=[O:47])C(C)(C)C)=O.[O:50]1CCC[CH2:51]1. Product: [CH3:39][O:41][C:42]([C@H:28]1[CH2:29][CH2:30][C@H:31]([C:51](=[O:50])[C:3]2[CH:4]=[CH:5][CH:6]=[CH:7][C:2]=2[F:1])[CH2:32][CH2:33]1)=[O:47]. The catalyst class is: 167. (3) Reactant: [CH:1]1([C:4]2[NH:8][N:7]=[C:6]([NH:9][C:10]3[C:15]([NH2:16])=[CH:14][N:13]=[C:12]([NH:17][C@H:18]([C:20]4[CH:25]=[CH:24][C:23]([F:26])=[CH:22][CH:21]=4)[CH3:19])[N:11]=3)[CH:5]=2)[CH2:3][CH2:2]1.[N:27]([O-])=O.[Na+].O. Product: [CH:1]1([C:4]2[NH:8][N:7]=[C:6]([N:9]3[C:10]4[N:11]=[C:12]([NH:17][C@H:18]([C:20]5[CH:21]=[CH:22][C:23]([F:26])=[CH:24][CH:25]=5)[CH3:19])[N:13]=[CH:14][C:15]=4[N:16]=[N:27]3)[CH:5]=2)[CH2:3][CH2:2]1. The catalyst class is: 15. (4) Reactant: [CH3:1][C:2]1[CH:3]=[C:4]([N:8]2[N:12]=[N:11][C:10]([C:13](=[O:15])[CH3:14])=[N:9]2)[CH:5]=[CH:6][CH:7]=1.[BH4-].[Na+].C(O)(=O)C. Product: [CH3:1][C:2]1[CH:3]=[C:4]([N:8]2[N:12]=[N:11][C:10]([CH:13]([OH:15])[CH3:14])=[N:9]2)[CH:5]=[CH:6][CH:7]=1. The catalyst class is: 5. (5) Reactant: OO.O.[OH-].[Li+].C(OC(N([C@@H](C1C=CC=CC=1)C)[C:12](=[O:23])[CH:13]([CH2:20][CH:21]=[CH2:22])[CH2:14][CH2:15][CH2:16][CH2:17][CH2:18][CH3:19])=O)C.S([O-])([O-])=[O:33].[Na+].[Na+]. Product: [CH2:20]([CH:13]([CH2:14][CH2:15][CH2:16][CH2:17][CH2:18][CH3:19])[C:12]([OH:23])=[O:33])[CH:21]=[CH2:22]. The catalyst class is: 20. (6) The catalyst class is: 8. Product: [CH:1]1([CH:7]([NH:22][C:23]2[CH:32]=[CH:31][C:26]([C:27]([OH:29])=[O:28])=[CH:25][CH:24]=2)[C:8]2[S:16][C:15]3[C:10](=[N:11][CH:12]=[C:13]([C:17]([F:18])([F:20])[F:19])[CH:14]=3)[C:9]=2[CH3:21])[CH2:6][CH2:5][CH2:4][CH2:3][CH2:2]1. Reactant: [CH:1]1([CH:7]([NH:22][C:23]2[CH:32]=[CH:31][C:26]([C:27]([O:29]C)=[O:28])=[CH:25][CH:24]=2)[C:8]2[S:16][C:15]3[C:10](=[N:11][CH:12]=[C:13]([C:17]([F:20])([F:19])[F:18])[CH:14]=3)[C:9]=2[CH3:21])[CH2:6][CH2:5][CH2:4][CH2:3][CH2:2]1.O1CCCC1.[OH-].[Na+]. (7) Reactant: [C:1]([CH2:3][C:4]([OH:6])=O)#[N:2].[CH2:7]([NH:9][CH2:10][CH3:11])[CH3:8].C1(N=C=NC2CCCCC2)CCCCC1. Product: [CH2:7]([N:9]([CH2:10][CH3:11])[C:4](=[O:6])[CH2:3][C:1]#[N:2])[CH3:8]. The catalyst class is: 13.